Dataset: Full USPTO retrosynthesis dataset with 1.9M reactions from patents (1976-2016). Task: Predict the reactants needed to synthesize the given product. (1) Given the product [CH2:1]([O:8][C:9]1[CH:10]=[CH:11][C:12]([C@H:20]2[CH2:21][O:23]2)=[C:13]2[C:18]=1[NH:17][C:16](=[O:19])[CH:15]=[CH:14]2)[C:2]1[CH:7]=[CH:6][CH:5]=[CH:4][CH:3]=1, predict the reactants needed to synthesize it. The reactants are: [CH2:1]([O:8][C:9]1[CH:10]=[CH:11][C:12]([C@H:20]([OH:23])[CH2:21]Cl)=[C:13]2[C:18]=1[NH:17][C:16](=[O:19])[CH:15]=[CH:14]2)[C:2]1[CH:7]=[CH:6][CH:5]=[CH:4][CH:3]=1.C([O-])([O-])=O.[K+].[K+]. (2) Given the product [CH2:9]([O:8][P:7]([CH2:6][C:27]([CH:24]1[CH2:25][CH2:26][N:22]([C:20]([O:19][C:15]([CH3:18])([CH3:17])[CH3:16])=[O:21])[CH2:23]1)=[O:32])([O:11][CH2:12][CH3:13])=[O:14])[CH3:10], predict the reactants needed to synthesize it. The reactants are: C([Li])CCC.[CH3:6][P:7](=[O:14])([O:11][CH2:12][CH3:13])[O:8][CH2:9][CH3:10].[C:15]([O:19][C:20]([N:22]1[CH2:26][CH2:25][C@H:24]([C:27](=[O:32])N(OC)C)[CH2:23]1)=[O:21])([CH3:18])([CH3:17])[CH3:16].O. (3) Given the product [C:5]([O:9][C:10]([NH:12][CH2:13][C:14]1[CH:15]=[C:16]([CH:20]2[CH2:25][CH2:24][NH:23][CH2:22][CH2:21]2)[CH:17]=[CH:18][CH:19]=1)=[O:11])([CH3:8])([CH3:6])[CH3:7], predict the reactants needed to synthesize it. The reactants are: C(O)(=O)C.[C:5]([O:9][C:10]([NH:12][CH2:13][C:14]1[CH:15]=[C:16]([CH:20]2[CH2:25][CH2:24][NH:23][CH2:22][CH2:21]2)[CH:17]=[CH:18][CH:19]=1)=[O:11])([CH3:8])([CH3:7])[CH3:6]. (4) Given the product [S:8]1[CH:9]=[CH:10][NH:6][C:7]1=[C:11]([C:17]([O:19][CH2:20][CH3:21])=[O:18])[C:12]([O:14][CH2:15][CH3:16])=[O:13], predict the reactants needed to synthesize it. The reactants are: C(OC([N:6]1[CH:10]=[CH:9][S:8][CH:7]1[CH:11]([C:17]([O:19][CH2:20][CH3:21])=[O:18])[C:12]([O:14][CH2:15][CH3:16])=[O:13])=O)C.ClC1C(=O)C(=O)C(Cl)=C(Cl)C=1Cl. (5) Given the product [O:1]1[CH2:5][CH2:4][CH2:3][C@@H:2]1[CH2:6][O:7][C:19]1[CH:20]=[C:21]2[C:26](=[CH:27][CH:28]=1)[C:25](=[O:29])[O:24][CH:23]=[CH:22]2, predict the reactants needed to synthesize it. The reactants are: [O:1]1[CH2:5][CH2:4][CH2:3][CH:2]1[CH2:6][O:7]S(C)(=O)=O.C(=O)([O-])[O-].[Cs+].[Cs+].O[C:19]1[CH:20]=[C:21]2[C:26](=[CH:27][CH:28]=1)[C:25](=[O:29])[O:24][CH:23]=[CH:22]2.O. (6) Given the product [C:1]([NH:4][C:5]1[S:6][C:7]2[CH:13]=[CH:12][CH:11]=[C:10]([O:14][C:15]3[N:20]=[CH:19][N:18]=[C:17]([C:21]4[CH:26]=[CH:25][C:24]([C:27]([F:28])([F:29])[F:30])=[CH:23][C:22]=4[NH:31][C:32]([C@@H:34]4[CH2:38][CH2:37][C@H:36]([C:39]5[CH:44]=[CH:43][CH:42]=[CH:41][CH:40]=5)[NH:35]4)=[O:33])[CH:16]=3)[C:8]=2[N:9]=1)(=[O:3])[CH3:2], predict the reactants needed to synthesize it. The reactants are: [C:1]([NH:4][C:5]1[S:6][C:7]2[CH:13]=[CH:12][CH:11]=[C:10]([O:14][C:15]3[N:20]=[CH:19][N:18]=[C:17]([C:21]4[CH:26]=[CH:25][C:24]([C:27]([F:30])([F:29])[F:28])=[CH:23][C:22]=4[NH:31][C:32]([C@@H:34]4[CH2:38][CH2:37][C@H:36]([C:39]5[CH:44]=[CH:43][CH:42]=[CH:41][CH:40]=5)[N:35]4C(OC(C)(C)C)=O)=[O:33])[CH:16]=3)[C:8]=2[N:9]=1)(=[O:3])[CH3:2].C(O)(C(F)(F)F)=O.